This data is from Reaction yield outcomes from USPTO patents with 853,638 reactions. The task is: Predict the reaction yield, written as a fraction of the theoretical maximum amount of product (1.0 means a 100% yield; for example, 0.34 means a 34% yield). (1) The reactants are [C:1]([C:3]1[CH:17]=[CH:16][C:6]([C:7]([NH:9][CH:10]2[CH2:15][CH2:14][CH2:13][CH2:12][CH2:11]2)=[O:8])=[C:5]([F:18])[CH:4]=1)#[N:2]. The catalyst is N.CO.[Ni]. The product is [NH2:2][CH2:1][C:3]1[CH:17]=[CH:16][C:6]([C:7]([NH:9][CH:10]2[CH2:15][CH2:14][CH2:13][CH2:12][CH2:11]2)=[O:8])=[C:5]([F:18])[CH:4]=1. The yield is 0.940. (2) The reactants are [CH3:1][N:2]1[C:10]2[C:5](=[C:6]([CH3:11])[CH:7]=[CH:8][CH:9]=2)[C:4]([CH2:12][N:13]2[C:17]3[CH:18]=[CH:19][CH:20]=[CH:21][C:16]=3[N:15]([C:22]3[CH2:26][CH2:25][CH2:24][C:23]=3[C:27]([OH:29])=[O:28])[C:14]2=[O:30])=[CH:3]1. The catalyst is CO.[Pd]. The product is [CH3:1][N:2]1[C:10]2[C:5](=[C:6]([CH3:11])[CH:7]=[CH:8][CH:9]=2)[C:4]([CH2:12][N:13]2[C:17]3[CH:18]=[CH:19][CH:20]=[CH:21][C:16]=3[N:15]([CH:22]3[CH2:26][CH2:25][CH2:24][CH:23]3[C:27]([OH:29])=[O:28])[C:14]2=[O:30])=[CH:3]1. The yield is 0.310. (3) The reactants are [Cl:1][C:2]1[CH:3]=[C:4]([CH:8]=[C:9]([Cl:11])[CH:10]=1)[C:5](Cl)=[O:6].[CH2:12]([NH:19][C:20]([C:22]1[S:26][C:25]([NH2:27])=[N:24][C:23]=1[CH3:28])=[O:21])[C:13]1[CH:18]=[CH:17][CH:16]=[CH:15][CH:14]=1. No catalyst specified. The product is [CH2:12]([NH:19][C:20]([C:22]1[S:26][C:25]([NH:27][C:5](=[O:6])[C:4]2[CH:3]=[C:2]([Cl:1])[CH:10]=[C:9]([Cl:11])[CH:8]=2)=[N:24][C:23]=1[CH3:28])=[O:21])[C:13]1[CH:18]=[CH:17][CH:16]=[CH:15][CH:14]=1. The yield is 0.340. (4) The reactants are C([C:4]1[CH:9]=[CH:8][C:7]([S:10]([N:13]([C:26]2[N:27]=[CH:28][C:29]3[C:34]([C:35]=2[CH3:36])=[CH:33][CH:32]=[CH:31][CH:30]=3)[CH2:14][C:15]2[CH:20]=[CH:19][C:18]([O:21][C:22]([F:25])([F:24])[F:23])=[CH:17][CH:16]=2)(=[O:12])=[O:11])=[CH:6][CH:5]=1)(=O)C.C[Mg]Br.Cl. The catalyst is C(OCC)C. The product is [OH:21][C:18]([C:8]1[CH:9]=[CH:4][CH:5]=[CH:6][C:7]=1[S:10]([N:13]([C:26]1[N:27]=[CH:28][C:29]2[C:34]([C:35]=1[CH3:36])=[CH:33][CH:32]=[CH:31][CH:30]=2)[CH2:14][C:15]1[CH:20]=[CH:19][C:18]([O:21][C:22]([F:23])([F:25])[F:24])=[CH:17][CH:16]=1)(=[O:12])=[O:11])([CH3:19])[CH3:17]. The yield is 0.820. (5) The reactants are C[O:2][C:3](=[O:28])[CH2:4][CH2:5][CH2:6][N:7]1[CH2:11][CH2:10][CH2:9][C@@H:8]1[CH2:12][O:13][C:14]1[CH:19]=[CH:18][C:17]([O:20][C:21]2[CH:26]=[CH:25][C:24]([Cl:27])=[CH:23][CH:22]=2)=[CH:16][CH:15]=1.O1CCOCC1.Cl. No catalyst specified. The product is [ClH:27].[Cl:27][C:24]1[CH:25]=[CH:26][C:21]([O:20][C:17]2[CH:18]=[CH:19][C:14]([O:13][CH2:12][C@H:8]3[CH2:9][CH2:10][CH2:11][N:7]3[CH2:6][CH2:5][CH2:4][C:3]([OH:28])=[O:2])=[CH:15][CH:16]=2)=[CH:22][CH:23]=1. The yield is 0.260. (6) The reactants are Br[CH2:2][C:3]1[CH:4]=[C:5]([CH:10]=[CH:11][CH:12]=1)[C:6]([O:8][CH3:9])=[O:7].[O:13]([C:20]1[CH:21]=[C:22]([CH:24]=[CH:25][CH:26]=1)[NH2:23])[C:14]1[CH:19]=[CH:18][CH:17]=[CH:16][CH:15]=1. The catalyst is C1CCCCC1.O.C(Cl)Cl. The product is [O:13]([C:20]1[CH:21]=[C:22]([NH:23][CH2:2][C:3]2[CH:4]=[C:5]([CH:10]=[CH:11][CH:12]=2)[C:6]([O:8][CH3:9])=[O:7])[CH:24]=[CH:25][CH:26]=1)[C:14]1[CH:15]=[CH:16][CH:17]=[CH:18][CH:19]=1. The yield is 0.590. (7) The reactants are C[O:2][C:3](=[O:10])[CH2:4][CH2:5][C:6]([CH3:9])([CH3:8])[CH3:7].[OH-].[Na+]. The catalyst is O.C(Cl)Cl. The product is [CH3:7][C:6]([CH3:9])([CH3:8])[CH2:5][CH2:4][C:3]([OH:10])=[O:2]. The yield is 0.850.